This data is from Forward reaction prediction with 1.9M reactions from USPTO patents (1976-2016). The task is: Predict the product of the given reaction. Given the reactants [CH:1]1([C:4]2[NH:25][C:7]3[N:8]=[N:9][C:10]([C:12]#[C:13][CH2:14][CH2:15][N:16]4[CH:20]=[C:19]([C:21]([O:23][CH3:24])=[O:22])[N:18]=[N:17]4)=[CH:11][C:6]=3[CH:5]=2)[CH2:3][CH2:2]1.C(O)C, predict the reaction product. The product is: [CH:1]1([C:4]2[NH:25][C:7]3[N:8]=[N:9][C:10]([CH2:12][CH2:13][CH2:14][CH2:15][N:16]4[CH:20]=[C:19]([C:21]([O:23][CH3:24])=[O:22])[N:18]=[N:17]4)=[CH:11][C:6]=3[CH:5]=2)[CH2:3][CH2:2]1.